This data is from Forward reaction prediction with 1.9M reactions from USPTO patents (1976-2016). The task is: Predict the product of the given reaction. (1) Given the reactants Br[C:2]1[CH:3]=[C:4]([CH2:7][C@@H:8]([C:20]([O:22][C:23]([CH3:26])([CH3:25])[CH3:24])=[O:21])[NH:9][C:10]([C:12]2[C:17]([Cl:18])=[CH:16][CH:15]=[CH:14][C:13]=2[Cl:19])=[O:11])[S:5][CH:6]=1.[CH3:48][C:47]1[C:46](P([C:42]2[C:47]([CH3:48])=[CH:46][CH:45]=[CH:44][CH:43]=2)[C:46]2[C:47]([CH3:48])=[CH:42][CH:43]=[CH:44][CH:45]=2)=[CH:45][CH:44]=[CH:43][CH:42]=1.C(C1N=C([CH2:58][NH:59][C:60](=[O:66])[O:61][C:62]([CH3:65])([CH3:64])[CH3:63])C=CC=1)C=C.[C:67](#[N:69])C, predict the reaction product. The product is: [C:62]([O:61][C:60]([N:59]([CH3:58])[C:67]1[N:69]=[C:45]([CH2:46]/[CH:47]=[CH:48]/[C:2]2[CH:3]=[C:4]([CH2:7][C@@H:8]([C:20]([O:22][C:23]([CH3:26])([CH3:25])[CH3:24])=[O:21])[NH:9][C:10]([C:12]3[C:17]([Cl:18])=[CH:16][CH:15]=[CH:14][C:13]=3[Cl:19])=[O:11])[S:5][CH:6]=2)[CH:44]=[CH:43][CH:42]=1)=[O:66])([CH3:63])([CH3:64])[CH3:65]. (2) The product is: [NH:15]1[CH2:42][CH2:41][CH:18]([CH2:14][N:15]([CH2:16][CH2:17][CH3:18])[CH:19]2[CH2:20][C:21]3[CH:22]=[C:23]([O:29][S:30]([C:33]4[C:34]([CH3:39])=[N:35][O:36][C:37]=4[CH3:38])(=[O:31])=[O:32])[CH:24]=[CH:25][C:26]=3[CH2:27][CH2:28]2)[CH2:17][CH2:16]1. Given the reactants C(OC(N1CCCCC1[CH2:14][N:15]([CH:19]1[CH2:28][CH2:27][C:26]2[C:21](=[CH:22][C:23]([O:29][S:30]([C:33]3[C:34]([CH3:39])=[N:35][O:36][C:37]=3[CH3:38])(=[O:32])=[O:31])=[CH:24][CH:25]=2)[CH2:20]1)[CH2:16][CH2:17][CH3:18])=O)(C)(C)C.F[C:41](F)(F)[C:42](O)=O, predict the reaction product. (3) Given the reactants [Cl:1][C:2]1[C:3]([C:20](=[NH:22])[NH2:21])=[N:4][N:5]([CH2:8][C:9]2[C:14]([F:15])=[CH:13][C:12]([O:16][CH2:17][CH3:18])=[CH:11][C:10]=2[F:19])[C:6]=1[CH3:7].C[N:24](C)[CH:25](N(C)C)[CH:26]([O:29][CH3:30])[C:27]#N.N1CCCCC1, predict the reaction product. The product is: [Cl:1][C:2]1[C:3]([C:20]2[N:21]=[C:25]([NH2:24])[C:26]([O:29][CH3:30])=[CH:27][N:22]=2)=[N:4][N:5]([CH2:8][C:9]2[C:14]([F:15])=[CH:13][C:12]([O:16][CH2:17][CH3:18])=[CH:11][C:10]=2[F:19])[C:6]=1[CH3:7]. (4) Given the reactants [CH2:1]([C:8]1[CH:16]=[CH:15][C:14]2[C:10](=[CH:11][N:12]([C:17]3[CH:27]=[CH:26][C:20]([C:21](OCC)=[O:22])=[CH:19][C:18]=3[F:28])[N:13]=2)[CH:9]=1)[C:2]1[CH:7]=[CH:6][CH:5]=[CH:4][CH:3]=1.C(C1C=CC2C(=CN(C3C=CC(C(OCC4C=CC=CC=4)=O)=CC=3F)N=2)C=1)C1C=CC=CC=1.CC(C[AlH]CC(C)C)C, predict the reaction product. The product is: [CH2:1]([C:8]1[CH:16]=[CH:15][C:14]2[C:10](=[CH:11][N:12]([C:17]3[CH:27]=[CH:26][C:20]([CH2:21][OH:22])=[CH:19][C:18]=3[F:28])[N:13]=2)[CH:9]=1)[C:2]1[CH:3]=[CH:4][CH:5]=[CH:6][CH:7]=1. (5) Given the reactants [CH3:1][O:2][C:3](=[O:16])[C:4]1[CH:9]=[C:8](Cl)[N:7]=[C:6]([NH:11][C@H:12]([CH2:14][CH3:15])[CH3:13])[CH:5]=1.[F:17][C:18]1[CH:23]=[CH:22][CH:21]=[CH:20][C:19]=1B(O)O.C(=O)([O-])[O-].[K+].[K+], predict the reaction product. The product is: [CH3:1][O:2][C:3](=[O:16])[C:4]1[CH:9]=[C:8]([C:19]2[CH:20]=[CH:21][CH:22]=[CH:23][C:18]=2[F:17])[N:7]=[C:6]([NH:11][C@H:12]([CH2:14][CH3:15])[CH3:13])[CH:5]=1. (6) Given the reactants [C:1]([NH:4][C:5]1[C:9]([Cl:10])=[C:8](Cl)[S:7][C:6]=1[C:12]([O:14][CH3:15])=[O:13])(=[O:3])[CH3:2].C(N(CC)CC)C, predict the reaction product. The product is: [C:1]([NH:4][C:5]1[C:9]([Cl:10])=[CH:8][S:7][C:6]=1[C:12]([O:14][CH3:15])=[O:13])(=[O:3])[CH3:2]. (7) Given the reactants Br[C:2]1[N:7]=[CH:6][CH:5]=[CH:4][N:3]=1.C(=O)([O-])[O-].[Na+].[Na+].[Br:14][C:15]1[CH:16]=[C:17](B(O)O)[C:18]([F:21])=[N:19][CH:20]=1, predict the reaction product. The product is: [Br:14][C:15]1[CH:16]=[C:17]([C:2]2[N:7]=[CH:6][CH:5]=[CH:4][N:3]=2)[C:18]([F:21])=[N:19][CH:20]=1. (8) The product is: [CH3:26][C:7]1[C:8]([N:10]2[C:22]3[C:21]4[CH:20]=[C:19]([C:36]5[CH:37]=[N:38][C:33]([N:28]6[CH2:29][CH2:30][CH2:31][CH2:32]6)=[N:34][CH:35]=5)[CH:18]=[CH:17][C:16]=4[N:15]=[CH:14][C:13]=3[N:12]([CH3:24])[C:11]2=[O:25])=[CH:9][N:5]([CH2:4][C:3]([OH:2])=[O:27])[N:6]=1. Given the reactants C[O:2][C:3](=[O:27])[CH2:4][N:5]1[CH:9]=[C:8]([N:10]2[C:22]3[C:21]4[CH:20]=[C:19](Br)[CH:18]=[CH:17][C:16]=4[N:15]=[CH:14][C:13]=3[N:12]([CH3:24])[C:11]2=[O:25])[C:7]([CH3:26])=[N:6]1.[N:28]1([C:33]2[N:38]=[CH:37][C:36](B3OC(C)(C)C(C)(C)O3)=[CH:35][N:34]=2)[CH2:32][CH2:31][CH2:30][CH2:29]1, predict the reaction product. (9) Given the reactants [S:1]1[C:5]([CH2:6][CH2:7][N:8]([CH3:10])[CH3:9])=[CH:4][C:3]2[CH:11]=[CH:12][CH:13]=[CH:14][C:2]1=2.[F:15][C:16]1[CH:24]=[CH:23][C:19]([C:20](Cl)=[O:21])=[CH:18][CH:17]=1.[Cl-].[Al+3].[Cl-].[Cl-], predict the reaction product. The product is: [CH3:9][N:8]([CH3:10])[CH2:7][CH2:6][C:5]1[S:1][C:2]2[CH:14]=[CH:13][CH:12]=[CH:11][C:3]=2[C:4]=1[C:20]([C:19]1[CH:23]=[CH:24][C:16]([F:15])=[CH:17][CH:18]=1)=[O:21].